This data is from Full USPTO retrosynthesis dataset with 1.9M reactions from patents (1976-2016). The task is: Predict the reactants needed to synthesize the given product. Given the product [CH3:1][CH:2]([NH:9][C:10]1[C:11]([C:12]([NH:27][C@@H:28]2[CH2:33][CH2:32][C@H:31]([NH:34][C:35]([C:37]3[N:38]=[C:39]4[CH:44]=[CH:43][C:42]([F:45])=[CH:41][N:40]4[CH:46]=3)=[O:36])[CH2:30][CH2:29]2)=[O:14])=[CH:15][C:16]([F:19])=[CH:17][N:18]=1)[CH2:3][CH2:4][CH2:5][CH:6]([CH3:7])[CH3:8], predict the reactants needed to synthesize it. The reactants are: [CH3:1][CH:2]([NH:9][C:10]1[N:18]=[CH:17][C:16]([F:19])=[CH:15][C:11]=1[C:12]([OH:14])=O)[CH2:3][CH2:4][CH2:5][CH:6]([CH3:8])[CH3:7].C(N(CC)CC)C.[NH2:27][CH:28]1[CH2:33][CH2:32][CH:31]([NH:34][C:35]([C:37]2[N:38]=[C:39]3[CH:44]=[CH:43][C:42]([F:45])=[CH:41][N:40]3[CH:46]=2)=[O:36])[CH2:30][CH2:29]1.